From a dataset of NCI-60 drug combinations with 297,098 pairs across 59 cell lines. Regression. Given two drug SMILES strings and cell line genomic features, predict the synergy score measuring deviation from expected non-interaction effect. (1) Drug 1: CC1C(C(CC(O1)OC2CC(OC(C2O)C)OC3=CC4=CC5=C(C(=O)C(C(C5)C(C(=O)C(C(C)O)O)OC)OC6CC(C(C(O6)C)O)OC7CC(C(C(O7)C)O)OC8CC(C(C(O8)C)O)(C)O)C(=C4C(=C3C)O)O)O)O. Drug 2: C1CN(P(=O)(OC1)NCCCl)CCCl. Cell line: SF-295. Synergy scores: CSS=16.2, Synergy_ZIP=-2.04, Synergy_Bliss=-5.47, Synergy_Loewe=-5.94, Synergy_HSA=-5.29. (2) Cell line: EKVX. Drug 2: CN1C2=C(C=C(C=C2)N(CCCl)CCCl)N=C1CCCC(=O)O.Cl. Drug 1: CS(=O)(=O)CCNCC1=CC=C(O1)C2=CC3=C(C=C2)N=CN=C3NC4=CC(=C(C=C4)OCC5=CC(=CC=C5)F)Cl. Synergy scores: CSS=14.1, Synergy_ZIP=-1.12, Synergy_Bliss=3.49, Synergy_Loewe=-4.23, Synergy_HSA=2.49. (3) Drug 1: C1CC(=O)NC(=O)C1N2CC3=C(C2=O)C=CC=C3N. Drug 2: C1=CN(C=N1)CC(O)(P(=O)(O)O)P(=O)(O)O. Cell line: HCT-15. Synergy scores: CSS=5.12, Synergy_ZIP=-0.387, Synergy_Bliss=5.37, Synergy_Loewe=3.14, Synergy_HSA=3.25. (4) Drug 1: CS(=O)(=O)C1=CC(=C(C=C1)C(=O)NC2=CC(=C(C=C2)Cl)C3=CC=CC=N3)Cl. Drug 2: C1=C(C(=O)NC(=O)N1)N(CCCl)CCCl. Cell line: SNB-19. Synergy scores: CSS=33.7, Synergy_ZIP=5.89, Synergy_Bliss=8.29, Synergy_Loewe=2.48, Synergy_HSA=8.02.